Dataset: Full USPTO retrosynthesis dataset with 1.9M reactions from patents (1976-2016). Task: Predict the reactants needed to synthesize the given product. (1) Given the product [OH:2][C:3]1[N:7]([C:8]2[CH:23]=[CH:22][C:11]([C:12]([NH:14][CH2:15][CH:16]3[CH2:21][CH2:20][O:19][CH2:18][CH2:17]3)=[O:13])=[CH:10][N:9]=2)[N:6]=[CH:5][C:4]=1[C:24]1[CH:29]=[CH:28][N:27]([CH3:30])[C:26](=[O:31])[CH:25]=1, predict the reactants needed to synthesize it. The reactants are: C[O:2][C:3]1[N:7]([C:8]2[CH:23]=[CH:22][C:11]([C:12]([NH:14][CH2:15][CH:16]3[CH2:21][CH2:20][O:19][CH2:18][CH2:17]3)=[O:13])=[CH:10][N:9]=2)[N:6]=[CH:5][C:4]=1[C:24]1[CH:29]=[CH:28][N:27]([CH3:30])[C:26](=[O:31])[CH:25]=1.[Cl-].[Li+]. (2) Given the product [C:15]([C:3]1[N:4]=[CH:5][C:6]([NH:8][C@H:9]([CH2:13][CH3:14])[C:10]([NH2:12])=[O:11])=[N:7][C:2]=1[NH:17][C:18]1[CH:19]=[C:20]2[C:25](=[CH:26][CH:27]=1)[NH:24][C:23](=[O:28])[CH2:22][CH2:21]2)#[N:16], predict the reactants needed to synthesize it. The reactants are: Cl[C:2]1[N:7]=[C:6]([NH:8][C@H:9]([CH2:13][CH3:14])[C:10]([NH2:12])=[O:11])[CH:5]=[N:4][C:3]=1[C:15]#[N:16].[NH2:17][C:18]1[CH:19]=[C:20]2[C:25](=[CH:26][CH:27]=1)[NH:24][C:23](=[O:28])[CH2:22][CH2:21]2.C([O-])([O-])=O.[K+].[K+].C1C=CC(P(C2C(C3C(P(C4C=CC=CC=4)C4C=CC=CC=4)=CC=C4C=3C=CC=C4)=C3C(C=CC=C3)=CC=2)C2C=CC=CC=2)=CC=1. (3) Given the product [CH2:1]([N:3]1[CH:7]=[C:6]([C:8]2[CH:13]=[CH:12][N:11]=[C:10]3[NH:14][CH:15]=[CH:16][C:9]=23)[C:5]([C:17]2[CH:23]=[CH:22][C:20]([NH:21][C:29]([CH:24]3[CH2:28][CH2:27][CH2:26][CH2:25]3)=[O:30])=[CH:19][CH:18]=2)=[N:4]1)[CH3:2], predict the reactants needed to synthesize it. The reactants are: [CH2:1]([N:3]1[CH:7]=[C:6]([C:8]2[CH:13]=[CH:12][N:11]=[C:10]3[NH:14][CH:15]=[CH:16][C:9]=23)[C:5]([C:17]2[CH:23]=[CH:22][C:20]([NH2:21])=[CH:19][CH:18]=2)=[N:4]1)[CH3:2].[CH:24]1([C:29](Cl)=[O:30])[CH2:28][CH2:27][CH2:26][CH2:25]1. (4) Given the product [Cl:1][C:2]1[CH:3]=[C:4]([C:9]2[CH:10]=[CH:11][N:12]([CH2:15][C@@H:16]([NH2:18])[CH3:17])[N:13]=2)[CH:5]=[CH:6][C:7]=1[Cl:8], predict the reactants needed to synthesize it. The reactants are: [Cl:1][C:2]1[CH:3]=[C:4]([C:9]2[NH:13][N:12]=[CH:11][CH:10]=2)[CH:5]=[CH:6][C:7]=1[Cl:8].O[CH2:15][C@@H:16]([NH:18]C(=O)OC(C)(C)C)[CH3:17].C1(P(C2C=CC=CC=2)C2C=CC=CC=2)C=CC=CC=1.CC(OC(/N=N/C(OC(C)C)=O)=O)C. (5) Given the product [CH2:23]([NH:30][C:31](=[O:32])[N:5]([CH2:4][C:3]1[CH:8]=[C:9]([C:12]([F:13])([F:14])[F:15])[CH:10]=[CH:11][C:2]=1[Br:1])[CH2:6][CH3:7])[C:24]1[CH:29]=[CH:28][CH:27]=[CH:26][CH:25]=1, predict the reactants needed to synthesize it. The reactants are: [Br:1][C:2]1[CH:11]=[CH:10][C:9]([C:12]([F:15])([F:14])[F:13])=[CH:8][C:3]=1[CH2:4][NH:5][CH2:6][CH3:7].C(N(CC)CC)C.[CH2:23]([N:30]=[C:31]=[O:32])[C:24]1[CH:29]=[CH:28][CH:27]=[CH:26][CH:25]=1.O.